This data is from Reaction yield outcomes from USPTO patents with 853,638 reactions. The task is: Predict the reaction yield, written as a fraction of the theoretical maximum amount of product (1.0 means a 100% yield; for example, 0.34 means a 34% yield). (1) The reactants are [O:1]1[CH2:6][CH2:5][CH2:4][CH2:3][CH:2]1[O:7][C@H:8]1[CH2:13][CH2:12][C@H:11]([C:14]([OH:17])([CH3:16])[CH3:15])[CH2:10][CH2:9]1.[H-].[Na+].[CH3:20]I.O. The catalyst is C1COCC1. The product is [CH3:20][O:17][C:14]([C@H:11]1[CH2:12][CH2:13][C@H:8]([O:7][CH:2]2[CH2:3][CH2:4][CH2:5][CH2:6][O:1]2)[CH2:9][CH2:10]1)([CH3:15])[CH3:16]. The yield is 0.720. (2) The reactants are [C:1]([O:5][C:6](=[O:14])[NH:7][C:8]1[CH:13]=[CH:12][CH:11]=[CH:10][CH:9]=1)([CH3:4])([CH3:3])[CH3:2].[Li]C(C)(C)C.[C:20]1(=[O:24])[CH2:23][CH2:22][CH2:21]1. The catalyst is CCOCC. The product is [C:1]([O:5][C:6](=[O:14])[NH:7][C:8]1[CH:9]=[CH:10][CH:11]=[CH:12][C:13]=1[C:20]1([OH:24])[CH2:23][CH2:22][CH2:21]1)([CH3:4])([CH3:2])[CH3:3]. The yield is 0.320. (3) The reactants are [N:1]1[C:5]2[CH:6]=[CH:7][CH:8]=[CH:9][C:4]=2[NH:3][C:2]=1[CH2:10][C:11]#[N:12].[C:13](OCC)(=[O:18])[CH2:14][C:15]([CH3:17])=O.C([O-])(=O)C.[NH4+].O. The catalyst is C(#N)C. The product is [CH3:17][C:15]1[C:10]([C:11]#[N:12])=[C:2]2[N:3]([C:13](=[O:18])[CH:14]=1)[C:4]1[CH:9]=[CH:8][CH:7]=[CH:6][C:5]=1[NH:1]2. The yield is 0.850. (4) The catalyst is CN(C=O)C. The reactants are [B-](F)(F)(F)F.[B-](F)(F)(F)F.C1[N+]2(CCl)CC[N+]([F:21])(CC2)C1.[CH3:22][O:23][C:24]1[CH:48]=[CH:47][C:27]([CH2:28][N:29]2[CH:33]=[C:32]([C:34]3[N:35]=[C:36]([NH:39][C:40]4[CH:45]=[CH:44][C:43]([F:46])=[CH:42][N:41]=4)[S:37][CH:38]=3)[CH:31]=[N:30]2)=[CH:26][CH:25]=1.CC1C=CC=C(C)N=1. The yield is 0.850. The product is [CH3:22][O:23][C:24]1[CH:25]=[CH:26][C:27]([CH2:28][N:29]2[CH:33]=[C:32]([C:34]3[N:35]=[C:36]([NH:39][C:40]4[CH:45]=[CH:44][C:43]([F:46])=[CH:42][N:41]=4)[S:37][C:38]=3[F:21])[CH:31]=[N:30]2)=[CH:47][CH:48]=1.